This data is from Forward reaction prediction with 1.9M reactions from USPTO patents (1976-2016). The task is: Predict the product of the given reaction. (1) The product is: [NH2:54][C:51]1[CH:50]=[CH:49][C:48]([O:47][C:46]2[C:45]([Br:57])=[CH:44][C:36]([O:37][CH2:38][C:39]([O:41][CH2:42][CH3:43])=[O:40])=[CH:35][C:34]=2[Br:33])=[CH:53][CH:52]=1. Given the reactants BrCC(OCC)=O.BrC1C=C(O)C=C(Br)C=1OC1C=CC([N+]([O-])=O)=CC=1.C(=O)([O-])[O-].[K+].[K+].[Br:33][C:34]1[CH:35]=[C:36]([CH:44]=[C:45]([Br:57])[C:46]=1[O:47][C:48]1[CH:53]=[CH:52][C:51]([N+:54]([O-])=O)=[CH:50][CH:49]=1)[O:37][CH2:38][C:39]([O:41][CH2:42][CH3:43])=[O:40].[Sn](Cl)Cl, predict the reaction product. (2) The product is: [Cl:13][C:14]1[CH:22]=[C:21]2[C:17]([C:18]([OH:24])([C:7]3[CH:8]=[N:9][CH:10]=[CH:11][CH:12]=3)[C:19](=[O:23])[NH:20]2)=[CH:16][CH:15]=1. Given the reactants C([Li])CCC.Br[C:7]1[CH:8]=[N:9][CH:10]=[CH:11][CH:12]=1.[Cl:13][C:14]1[CH:22]=[C:21]2[C:17]([C:18](=[O:24])[C:19](=[O:23])[NH:20]2)=[CH:16][CH:15]=1, predict the reaction product.